This data is from Catalyst prediction with 721,799 reactions and 888 catalyst types from USPTO. The task is: Predict which catalyst facilitates the given reaction. (1) Reactant: [C:1]([C:3]1[C:4]([NH:18][C:19]2[CH:20]=[C:21]([CH:27]=[CH:28][C:29]=2[CH3:30])[C:22]([NH:24][O:25][CH3:26])=[O:23])=[N:5][C:6]([S:16][CH3:17])=[N:7][C:8]=1[N:9]([CH2:11][C:12]([CH3:15])([CH3:14])[CH3:13])[CH3:10])#[N:2].I([O-])(=O)(=O)=[O:32].[Na+]. Product: [C:1]([C:3]1[C:4]([NH:18][C:19]2[CH:20]=[C:21]([CH:27]=[CH:28][C:29]=2[CH3:30])[C:22]([NH:24][O:25][CH3:26])=[O:23])=[N:5][C:6]([S:16]([CH3:17])=[O:32])=[N:7][C:8]=1[N:9]([CH2:11][C:12]([CH3:13])([CH3:14])[CH3:15])[CH3:10])#[N:2]. The catalyst class is: 40. (2) Reactant: C[O-].[Na+].[CH3:4][C:5]1[C:12]([CH3:13])=[CH:11][CH:10]=[CH:9][C:6]=1[CH:7]=O.[N:14]([CH2:17][C:18]([O:20][CH2:21]C)=[O:19])=[N+:15]=[N-:16]. Product: [N:14](/[C:17](=[CH:7]\[C:6]1[CH:9]=[CH:10][CH:11]=[C:12]([CH3:13])[C:5]=1[CH3:4])/[C:18]([O:20][CH3:21])=[O:19])=[N+:15]=[N-:16]. The catalyst class is: 111. (3) Reactant: [CH3:1][C:2]([CH3:4])=O.[NH2:5][C:6]1[C:15]2[N:16]=[C:17]([CH2:28][O:29][NH2:30])[N:18]([CH2:19][CH2:20][CH2:21][NH:22][C:23](=[O:27])[CH:24]([CH3:26])[CH3:25])[C:14]=2[C:13]2[N:12]=[CH:11][CH:10]=[CH:9][C:8]=2[N:7]=1. The catalyst class is: 5. Product: [NH2:5][C:6]1[C:15]2[N:16]=[C:17]([CH2:28][O:29][N:30]=[C:2]([CH3:4])[CH3:1])[N:18]([CH2:19][CH2:20][CH2:21][NH:22][C:23](=[O:27])[CH:24]([CH3:26])[CH3:25])[C:14]=2[C:13]2[N:12]=[CH:11][CH:10]=[CH:9][C:8]=2[N:7]=1. (4) Reactant: C(C1C=CC(C(Cl)=O)=CC=1)CCC.[CH3:14][O:15][C:16]1[CH:17]=[C:18]2[C:23](=[CH:24][C:25]=1[O:26][CH3:27])[N:22]=[CH:21][CH:20]=[C:19]2[O:28][C:29]1[CH:35]=[CH:34][C:32]([NH2:33])=[C:31]([F:36])[CH:30]=1.[CH2:37]([C:41]1[CH:46]=[CH:45][C:44]([C:47]([N:49]=[C:50]=[S:51])=[O:48])=[CH:43][CH:42]=1)[CH2:38][CH2:39][CH3:40]. Product: [CH2:37]([C:41]1[CH:46]=[CH:45][C:44]([C:47]([N:49]=[C:50]=[S:51])=[O:48])=[CH:43][CH:42]=1)[CH2:38][CH2:39][CH3:40].[CH2:37]([C:41]1[CH:46]=[CH:45][C:44]([C:47]([NH:49][C:50]([NH:33][C:32]2[CH:34]=[CH:35][C:29]([O:28][C:19]3[C:18]4[C:23](=[CH:24][C:25]([O:26][CH3:27])=[C:16]([O:15][CH3:14])[CH:17]=4)[N:22]=[CH:21][CH:20]=3)=[CH:30][C:31]=2[F:36])=[S:51])=[O:48])=[CH:43][CH:42]=1)[CH2:38][CH2:39][CH3:40]. The catalyst class is: 234. (5) Reactant: Cl[C:2]1[C:11]2[C:6](=[CH:7][CH:8]=[CH:9][C:10]=2[F:12])[N:5]=[CH:4][N:3]=1.[Cl:13][C:14]1[CH:15]=[C:16]([CH:18]=[CH:19][C:20]=1[O:21][CH2:22][C:23]1[CH:28]=[CH:27][CH:26]=[CH:25][N:24]=1)[NH2:17]. The catalyst class is: 41. Product: [Cl:13][C:14]1[CH:15]=[C:16]([CH:18]=[CH:19][C:20]=1[O:21][CH2:22][C:23]1[CH:28]=[CH:27][CH:26]=[CH:25][N:24]=1)[NH:17][C:2]1[C:11]2[C:6](=[CH:7][CH:8]=[CH:9][C:10]=2[F:12])[N:5]=[CH:4][N:3]=1.